From a dataset of Reaction yield outcomes from USPTO patents with 853,638 reactions. Predict the reaction yield, written as a fraction of the theoretical maximum amount of product (1.0 means a 100% yield; for example, 0.34 means a 34% yield). (1) The yield is 0.430. The catalyst is CO.C(OCC)(=O)C. The reactants are [O:1]=[C:2]1[C:14]2[C:13]([C:15]([NH:17][C:18]3[CH:23]=[CH:22][CH:21]=[CH:20][C:19]=3[CH3:24])=[O:16])=[CH:12][CH:11]=[CH:10][C:9]=2[C:8]2[C:3]1=[CH:4][CH:5]=[CH:6][CH:7]=2.[BH4-].[Na+]. The product is [OH:1][CH:2]1[C:14]2[C:13]([C:15]([NH:17][C:18]3[CH:23]=[CH:22][CH:21]=[CH:20][C:19]=3[CH3:24])=[O:16])=[CH:12][CH:11]=[CH:10][C:9]=2[C:8]2[C:3]1=[CH:4][CH:5]=[CH:6][CH:7]=2. (2) The reactants are [CH3:1][O:2][C@H:3]1[CH2:8][CH2:7][CH2:6][C@@H:5]([C:9]2[N:10]=[CH:11][C:12]([NH2:15])=[N:13][CH:14]=2)[CH2:4]1.C1C(=O)N([Br:23])C(=O)C1. The catalyst is C(#N)C. The product is [Br:23][C:11]1[C:12]([NH2:15])=[N:13][CH:14]=[C:9]([C@@H:5]2[CH2:6][CH2:7][CH2:8][C@H:3]([O:2][CH3:1])[CH2:4]2)[N:10]=1. The yield is 1.00. (3) The reactants are [CH2:1]([C:3]1[N:4]=[CH:5][NH:6][C:7]=1[CH2:8][OH:9])[CH3:2]. The catalyst is [O-2].[O-2].[Mn+4]. The product is [CH2:1]([C:3]1[N:4]=[CH:5][NH:6][C:7]=1[CH:8]=[O:9])[CH3:2]. The yield is 0.830. (4) The reactants are [CH2:1]([N:3]1[C:11]2[C:6](=[CH:7][CH:8]=[C:9]([O:12][CH3:13])[CH:10]=2)[C:5]([C:14]#[N:15])=[C:4]1[I:16])[CH3:2].[N+:17]([O-])([OH:19])=[O:18]. The catalyst is C(O)(=O)C. The product is [CH2:1]([N:3]1[C:11]2[C:6](=[CH:7][C:8]([N+:17]([O-:19])=[O:18])=[C:9]([O:12][CH3:13])[CH:10]=2)[C:5]([C:14]#[N:15])=[C:4]1[I:16])[CH3:2]. The yield is 0.290. (5) The reactants are [N:1]1[CH:6]=[CH:5][C:4]([CH3:7])=[CH:3][C:2]=1[CH3:8].[O-:9][Mn](=O)(=O)=O.[K+].Cl.[OH2:16]. The product is [CH3:8][C:2]1[CH:3]=[C:4]([C:7]([OH:9])=[O:16])[CH:5]=[CH:6][N:1]=1. No catalyst specified. The yield is 0.300.